This data is from Full USPTO retrosynthesis dataset with 1.9M reactions from patents (1976-2016). The task is: Predict the reactants needed to synthesize the given product. Given the product [CH2:1]([NH:3][C:4]([NH:5][C:6]1[N:11]=[CH:10][C:9]([C:31]2[CH:32]=[N:33][C:28]([F:27])=[CH:29][CH:30]=2)=[C:8]([C:15]2[S:16][CH:17]=[C:18]([C:20]3[CH:25]=[CH:24][CH:23]=[CH:22][CH:21]=3)[N:19]=2)[CH:7]=1)=[O:26])[CH3:2], predict the reactants needed to synthesize it. The reactants are: [CH2:1]([NH:3][C:4](=[O:26])[NH:5][C:6]1[N:11]=[CH:10][C:9](B(O)O)=[C:8]([C:15]2[S:16][CH:17]=[C:18]([C:20]3[CH:25]=[CH:24][CH:23]=[CH:22][CH:21]=3)[N:19]=2)[CH:7]=1)[CH3:2].[F:27][C:28]1[N:33]=[CH:32][C:31](B(O)O)=[CH:30][CH:29]=1.C(=O)(O)[O-].[Na+].O.